From a dataset of Reaction yield outcomes from USPTO patents with 853,638 reactions. Predict the reaction yield, written as a fraction of the theoretical maximum amount of product (1.0 means a 100% yield; for example, 0.34 means a 34% yield). (1) The reactants are Br[C:2]1[O:3][C:4]2[CH:21]=[CH:20][CH:19]=[CH:18][C:5]=2[C:6]=1[CH:7]([O:13][C:14]([CH3:17])([CH3:16])[CH3:15])[C:8]([O:10][CH2:11][CH3:12])=[O:9].C(=O)([O-])[O-].[Na+].[Na+].CC1(C)C(C)(C)OB([C:36]2[CH:37]=[C:38]3[C:43](=[CH:44][CH:45]=2)[O:42][CH2:41][CH2:40][CH2:39]3)O1. The catalyst is C1(C)C=CC=CC=1.O.C(O)C.C1(P(C2C=CC=CC=2)C2C=CC=CC=2)C=CC=CC=1.C1(P(C2C=CC=CC=2)C2C=CC=CC=2)C=CC=CC=1.C1(P(C2C=CC=CC=2)C2C=CC=CC=2)C=CC=CC=1.C1(P(C2C=CC=CC=2)C2C=CC=CC=2)C=CC=CC=1.[Pd]. The product is [C:14]([O:13][CH:7]([C:6]1[C:5]2[CH:18]=[CH:19][CH:20]=[CH:21][C:4]=2[O:3][C:2]=1[C:36]1[CH:45]=[CH:44][C:43]2[O:42][CH2:41][CH2:40][CH2:39][C:38]=2[CH:37]=1)[C:8]([O:10][CH2:11][CH3:12])=[O:9])([CH3:17])([CH3:16])[CH3:15]. The yield is 0.530. (2) The reactants are [CH3:1][O:2][C:3]1[CH:12]=[C:11]2[C:6]([C:7]([NH:13][CH3:14])=[N:8][CH:9]=[N:10]2)=[CH:5][C:4]=1[NH2:15].[C:16]([O:20][C:21]([N:23]1[CH2:27][CH2:26][CH2:25][C@H:24]1[C:28](O)=[O:29])=[O:22])([CH3:19])([CH3:18])[CH3:17].CN(C(ON1N=NC2C=CC=NC1=2)=[N+](C)C)C.F[P-](F)(F)(F)(F)F.CCN(C(C)C)C(C)C. The catalyst is CN(C=O)C. The product is [CH3:1][O:2][C:3]1[CH:12]=[C:11]2[C:6]([C:7]([NH:13][CH3:14])=[N:8][CH:9]=[N:10]2)=[CH:5][C:4]=1[NH:15][C:28]([C@@H:24]1[CH2:25][CH2:26][CH2:27][N:23]1[C:21]([O:20][C:16]([CH3:19])([CH3:18])[CH3:17])=[O:22])=[O:29]. The yield is 0.770. (3) The reactants are [CH:1]1[C:6]2[CH2:7][C@H:8]3[N:13]([CH2:14][CH:15]4[CH2:18][CH2:17][CH2:16]4)[CH2:12][CH2:11][C@:10]45[C@H:19]([C@@H:21]([OH:24])[CH2:22][CH2:23][C@@:9]34[OH:25])[O:20][C:4]([C:5]=25)=[C:3]([OH:26])[CH:2]=1.C(O)C.[ClH:30]. The catalyst is O. The product is [CH:1]1[C:6]2[CH2:7][C@H:8]3[N:13]([CH2:14][CH:15]4[CH2:18][CH2:17][CH2:16]4)[CH2:12][CH2:11][C@:10]45[C@H:19]([C@@H:21]([OH:24])[CH2:22][CH2:23][C@@:9]34[OH:25])[O:20][C:4]([C:5]=25)=[C:3]([OH:26])[CH:2]=1.[ClH:30]. The yield is 0.890. (4) The catalyst is CN(C)C=O.CN(C1C=CN=CC=1)C.O. The yield is 0.960. The product is [CH2:1]([O:3][CH:4]([O:18][CH2:19][CH3:20])[CH2:5][N:6]1[C:14]2[CH2:13][CH2:12][CH2:11][CH2:10][C:9]=2[CH:8]=[C:7]1[C:15]([NH2:28])=[O:16])[CH3:2]. The reactants are [CH2:1]([O:3][CH:4]([O:18][CH2:19][CH3:20])[CH2:5][N:6]1[C:14]2[CH2:13][CH2:12][CH2:11][CH2:10][C:9]=2[CH:8]=[C:7]1[C:15](O)=[O:16])[CH3:2].F[P-](F)(F)(F)(F)F.[N:28]1(OC(N(C)C)=[N+](C)C)C2N=CC=CC=2N=N1.CCN(CC)CC.[OH-].[NH4+]. (5) The reactants are [CH2:1]([O:8][C:9]([NH:11][C:12]1[CH:20]=[CH:19][C:18]([OH:21])=[CH:17][C:13]=1[C:14]([OH:16])=O)=[O:10])[C:2]1[CH:7]=[CH:6][CH:5]=[CH:4][CH:3]=1.Cl.[CH3:23][NH:24][O:25][CH3:26].C(N(CC)CC)C.Cl.C(N=C=NCCCN(C)C)C.[Si:46](Cl)([C:49]([CH3:52])([CH3:51])[CH3:50])([CH3:48])[CH3:47].N1C=CN=C1. The catalyst is CN(C)C=O.O. The product is [Si:46]([O:21][C:18]1[CH:19]=[CH:20][C:12]([NH:11][C:9](=[O:10])[O:8][CH2:1][C:2]2[CH:3]=[CH:4][CH:5]=[CH:6][CH:7]=2)=[C:13]([C:14]([N:24]([O:25][CH3:26])[CH3:23])=[O:16])[CH:17]=1)([C:49]([CH3:52])([CH3:51])[CH3:50])([CH3:48])[CH3:47]. The yield is 0.640.